This data is from Reaction yield outcomes from USPTO patents with 853,638 reactions. The task is: Predict the reaction yield, written as a fraction of the theoretical maximum amount of product (1.0 means a 100% yield; for example, 0.34 means a 34% yield). The reactants are [F:1][C:2]1[CH:3]=[CH:4][C:5]2[N:6]([CH:8]=[C:9]([CH2:11]O)[N:10]=2)[CH:7]=1.S(Cl)([Cl:15])=O. No catalyst specified. The product is [Cl:15][CH2:11][C:9]1[N:10]=[C:5]2[CH:4]=[CH:3][C:2]([F:1])=[CH:7][N:6]2[CH:8]=1. The yield is 0.740.